This data is from Full USPTO retrosynthesis dataset with 1.9M reactions from patents (1976-2016). The task is: Predict the reactants needed to synthesize the given product. (1) Given the product [F:43][C:30]1[CH:29]=[C:28]([C:45]#[C:44][Si:46]([CH3:49])([CH3:48])[CH3:47])[C:36]2[N:35]3[CH2:37][CH2:38][NH:39][C:40](=[O:41])[C:34]3=[C:33]([CH3:42])[C:32]=2[CH:31]=1, predict the reactants needed to synthesize it. The reactants are: C1(P(C2C=CC=CC=2)C2C=CC=CC=2)C=CC=CC=1.C(N(CC)CC)C.Br[C:28]1[C:36]2[N:35]3[CH2:37][CH2:38][NH:39][C:40](=[O:41])[C:34]3=[C:33]([CH3:42])[C:32]=2[CH:31]=[C:30]([F:43])[CH:29]=1.[C:44]([Si:46]([CH3:49])([CH3:48])[CH3:47])#[CH:45]. (2) Given the product [C:31]1([C:6]2[C:7]([C:13]3[CH:18]=[CH:17][C:16]([C:19]4([NH:23][C:24](=[O:30])[O:25][C:26]([CH3:28])([CH3:27])[CH3:29])[CH2:20][CH2:21][CH2:22]4)=[CH:15][CH:14]=3)=[N:8][C:9]3[C:4]([CH:5]=2)=[CH:3][N:12]=[CH:11][CH:10]=3)[CH:32]=[CH:33][CH:34]=[CH:35][CH:36]=1, predict the reactants needed to synthesize it. The reactants are: N([C:3]1[N:12]=[CH:11][CH:10]=[C:9]2[C:4]=1[CH:5]=[C:6]([C:31]1[CH:36]=[CH:35][CH:34]=[CH:33][CH:32]=1)[C:7]([C:13]1[CH:18]=[CH:17][C:16]([C:19]3([NH:23][C:24](=[O:30])[O:25][C:26]([CH3:29])([CH3:28])[CH3:27])[CH2:22][CH2:21][CH2:20]3)=[CH:15][CH:14]=1)=[N:8]2)N.C1N=CN(C(N2C=NC=C2)=O)C=1.O1CCOCC1. (3) Given the product [C:1]1([C:7]2[C:8]3[CH:17]=[CH:16][CH:15]=[CH:14][C:9]=3[S:10][C:11]=2[CH:12]([OH:13])[CH3:18])[CH:2]=[CH:3][CH:4]=[CH:5][CH:6]=1, predict the reactants needed to synthesize it. The reactants are: [C:1]1([C:7]2[C:8]3[CH:17]=[CH:16][CH:15]=[CH:14][C:9]=3[S:10][C:11]=2[CH:12]=[O:13])[CH:6]=[CH:5][CH:4]=[CH:3][CH:2]=1.[CH3:18][Mg+].[Br-]. (4) Given the product [CH2:25]([N:32]1[C:33]([CH3:37])([CH3:38])[C:34](=[O:35])[N:36]=[C:21]1[C:10]1[C:9]([CH3:24])=[C:8]([C:5]2[CH:4]=[CH:3][C:2]([Cl:1])=[CH:7][CH:6]=2)[N:12]([C:13]2[CH:18]=[CH:17][C:16]([Cl:19])=[CH:15][C:14]=2[Cl:20])[N:11]=1)[C:26]1[CH:31]=[CH:30][CH:29]=[CH:28][CH:27]=1, predict the reactants needed to synthesize it. The reactants are: [Cl:1][C:2]1[CH:7]=[CH:6][C:5]([C:8]2[N:12]([C:13]3[CH:18]=[CH:17][C:16]([Cl:19])=[CH:15][C:14]=3[Cl:20])[N:11]=[C:10]([C:21](O)=O)[C:9]=2[CH3:24])=[CH:4][CH:3]=1.[CH2:25]([NH:32][C:33]([CH3:38])([CH3:37])[C:34]([NH2:36])=[O:35])[C:26]1[CH:31]=[CH:30][CH:29]=[CH:28][CH:27]=1. (5) Given the product [Cl:63][C:60]1[S:59][C:58]([S:55]([NH:54][C:45]2[C:46]3[C:51](=[CH:50][CH:49]=[CH:48][C:47]=3[O:52][CH3:53])[N:43]([CH2:42][C:38]3[CH:39]=[CH:40][CH:41]=[C:36]([CH2:35][NH:34][CH:1]=[O:3])[CH:37]=3)[N:44]=2)(=[O:56])=[O:57])=[CH:62][CH:61]=1, predict the reactants needed to synthesize it. The reactants are: [CH:1]([OH:3])=O.CN(C(ON1N=NC2C=CC=CC1=2)=[N+](C)C)C.[B-](F)(F)(F)F.C(N(CC)CC)C.Cl.[NH2:34][CH2:35][C:36]1[CH:37]=[C:38]([CH2:42][N:43]2[C:51]3[C:46](=[C:47]([O:52][CH3:53])[CH:48]=[CH:49][CH:50]=3)[C:45]([NH:54][S:55]([C:58]3[S:59][C:60]([Cl:63])=[CH:61][CH:62]=3)(=[O:57])=[O:56])=[N:44]2)[CH:39]=[CH:40][CH:41]=1. (6) Given the product [F:22][C:17]([F:23])([C:18]([F:19])([F:20])[F:21])[CH2:16][CH2:15][CH2:14][CH2:13][CH2:12][CH2:11][CH2:10][CH2:9][OH:8], predict the reactants needed to synthesize it. The reactants are: C([O:8][CH2:9][CH2:10][CH2:11][CH2:12][CH2:13][CH2:14][CH2:15][CH2:16][C:17]([F:23])([F:22])[C:18]([F:21])([F:20])[F:19])C1C=CC=CC=1.CN(C)C1C=CC=CC=1.[Cl-].[Cl-].[Cl-].[Al+3].Cl. (7) Given the product [Br:5][C:6]1[CH:7]=[CH:8][C:9]2[NH:14][CH2:13][CH2:12][O:11][C:10]=2[N:16]=1, predict the reactants needed to synthesize it. The reactants are: CSC.B.[Br:5][C:6]1[CH:7]=[CH:8][C:9]2[NH:14][C:13](=O)[CH2:12][O:11][C:10]=2[N:16]=1.